The task is: Predict the reaction yield, written as a fraction of the theoretical maximum amount of product (1.0 means a 100% yield; for example, 0.34 means a 34% yield).. This data is from Reaction yield outcomes from USPTO patents with 853,638 reactions. (1) The reactants are C[O:2][C:3]([C:5]1[CH:10]=[CH:9][C:8](=[O:11])[N:7]([CH3:12])[C:6]=1[NH:13][C:14]1[CH:19]=[CH:18][C:17]([Br:20])=[CH:16][C:15]=1[F:21])=[O:4].BrC1C=CC(N)=C(F)C=1.C[Si]([N-][Si](C)(C)C)(C)C.[Li+].COC(C1C=CC(=O)N(C)C=1Cl)=O. The catalyst is C1COCC1. The product is [Br:20][C:17]1[CH:18]=[CH:19][C:14]([NH:13][C:6]2[N:7]([CH3:12])[C:8](=[O:11])[CH:9]=[CH:10][C:5]=2[C:3]([OH:4])=[O:2])=[C:15]([F:21])[CH:16]=1. The yield is 0.650. (2) The reactants are [Cl:1][C:2]1[N:3]=[C:4]2[C:9](=[CH:10][CH:11]=1)[N:8]=[CH:7][C:6]([C:12](=[O:14])[CH3:13])=[C:5]2[NH:15][C@H:16]1[CH2:21][CH2:20][C@@H:19]([CH2:22][N:23]([CH3:25])[CH3:24])[CH2:18][CH2:17]1.[Cl:26][C:27]1[CH:32]=[C:31](B2OC(C)(C)C(C)(C)O2)[CH:30]=[C:29]([F:42])[C:28]=1[OH:43].C1(N)C(F)=C(F)C(F)=C(N)C=1F.Cl.Cl. No catalyst specified. The product is [ClH:1].[ClH:26].[Cl:26][C:27]1[CH:32]=[C:31]([C:2]2[N:3]=[C:4]3[C:9](=[CH:10][CH:11]=2)[N:8]=[CH:7][C:6]([C:12](=[O:14])[CH3:13])=[C:5]3[NH:15][C@H:16]2[CH2:21][CH2:20][C@@H:19]([CH2:22][N:23]([CH3:25])[CH3:24])[CH2:18][CH2:17]2)[CH:30]=[C:29]([F:42])[C:28]=1[OH:43]. The yield is 0.810.